Dataset: Full USPTO retrosynthesis dataset with 1.9M reactions from patents (1976-2016). Task: Predict the reactants needed to synthesize the given product. (1) Given the product [CH3:35][O:34][C:33]1[C:28]([C:8]2[S:7][C:6]([CH2:5][CH2:4][C:2]([CH3:1])([OH:11])[CH3:3])=[CH:10][CH:9]=2)=[N:29][C:30]([S:36][CH3:37])=[N:31][CH:32]=1, predict the reactants needed to synthesize it. The reactants are: [CH3:1][C:2]([OH:11])([CH2:4][CH2:5][C:6]1[S:7][CH:8]=[CH:9][CH:10]=1)[CH3:3].[Li+].CC([N-]C(C)C)C.COB(OC)OC.Cl[C:28]1[C:33]([O:34][CH3:35])=[CH:32][N:31]=[C:30]([S:36][CH3:37])[N:29]=1.C(=O)(O)[O-].[Na+]. (2) Given the product [CH2:1]([O:3][C:4]1[CH:5]=[C:6]2[C:11](=[CH:12][CH:13]=1)[N:10]=[C:9]([NH:14][CH2:15][CH3:16])[C:8]([CH2:17][OH:18])=[CH:7]2)[CH3:2], predict the reactants needed to synthesize it. The reactants are: [CH2:1]([O:3][C:4]1[CH:5]=[C:6]2[C:11](=[CH:12][CH:13]=1)[N:10]=[C:9]([NH:14][CH2:15][CH3:16])[C:8]([CH:17]=[O:18])=[CH:7]2)[CH3:2].[BH4-].[Na+]. (3) Given the product [NH2:13][C:14]1[N:19]=[C:18]([CH:20]([F:22])[CH3:21])[N:17]=[C:16]([NH:12][CH:10]([C@@H:8]2[CH2:9][C@H:7]2[C:1]2[CH:6]=[CH:5][CH:4]=[CH:3][CH:2]=2)[CH3:11])[N:15]=1, predict the reactants needed to synthesize it. The reactants are: [C:1]1([C@@H:7]2[CH2:9][C@H:8]2[CH:10]([NH2:12])[CH3:11])[CH:6]=[CH:5][CH:4]=[CH:3][CH:2]=1.[NH2:13][C:14]1[N:19]=[C:18]([CH:20]([F:22])[CH3:21])[N:17]=[C:16](Cl)[N:15]=1.C(=O)([O-])[O-].[K+].[K+]. (4) Given the product [N:21]([C@H:7]1[C:8]2[C:4](=[CH:3][C:2]([Br:1])=[CH:10][CH:9]=2)[CH2:5][CH2:6]1)=[N+:22]=[N-:23], predict the reactants needed to synthesize it. The reactants are: [Br:1][C:2]1[CH:3]=[C:4]2[C:8](=[CH:9][CH:10]=1)[C@@H:7](O)[CH2:6][CH2:5]2.C1C=CC(OP(OC2C=CC=CC=2)([N:21]=[N+:22]=[N-:23])=O)=CC=1.N12CCCN=C1CCCCC2. (5) The reactants are: F[C:2]1[C:10]2[S:9][C:8]([C:11]3[C:12]([NH2:28])=[N:13][CH:14]=[C:15]([C:17]4[CH:18]=[N:19][N:20]([CH:22]5[CH2:27][CH2:26][NH:25][CH2:24][CH2:23]5)[CH:21]=4)[CH:16]=3)=[N:7][C:6]=2[C:5]([C:29](F)([F:31])F)=C[CH:3]=1.ClC1SC2C=CC([F:43])=C(F)C=2N=1. Given the product [F:43][C:5]1[C:6]2[N:7]=[C:8]([C:11]3[C:12]([NH2:28])=[N:13][CH:14]=[C:15]([C:17]4[CH:18]=[N:19][N:20]([CH:22]5[CH2:27][CH2:26][NH:25][CH2:24][CH2:23]5)[CH:21]=4)[CH:16]=3)[S:9][C:10]=2[CH:2]=[CH:3][C:29]=1[F:31], predict the reactants needed to synthesize it. (6) The reactants are: Br[CH2:2][CH2:3][CH2:4][C:5]([NH:7][CH:8]1[CH:13]=[C:12]([C:14]([O:16][C:17]([CH3:20])([CH3:19])[CH3:18])=[O:15])[CH:11]=[CH:10][N:9]1OC)=[O:6].C1CCN2C(=NCCC2)CC1.C(O)(=O)C[C:36](CC(O)=O)(C(O)=O)[OH:37]. Given the product [CH3:36][O:37][C:10]1[CH:11]=[C:12]([C:14]([O:16][C:17]([CH3:18])([CH3:19])[CH3:20])=[O:15])[CH:13]=[C:8]([N:7]2[CH2:2][CH2:3][CH2:4][C:5]2=[O:6])[N:9]=1, predict the reactants needed to synthesize it. (7) The reactants are: C[Si](C)(C)[N-][Si](C)(C)C.[Na+].[F:11][C:12]1[CH:17]=[CH:16][CH:15]=[C:14]([F:18])[C:13]=1[C:19]([F:31])([F:30])[S:20]([C:23]1[CH2:27][C:26]([CH3:29])([CH3:28])[O:25][N:24]=1)(=[O:22])=[O:21].C1C=CC(S(N(S(C2C=CC=CC=2)(=O)=O)[F:42])(=O)=O)=CC=1. Given the product [F:18][C:14]1[CH:15]=[CH:16][CH:17]=[C:12]([F:11])[C:13]=1[C:19]([F:31])([F:30])[S:20]([C:23]1[CH:27]([F:42])[C:26]([CH3:28])([CH3:29])[O:25][N:24]=1)(=[O:22])=[O:21], predict the reactants needed to synthesize it.